Dataset: TCR-epitope binding with 47,182 pairs between 192 epitopes and 23,139 TCRs. Task: Binary Classification. Given a T-cell receptor sequence (or CDR3 region) and an epitope sequence, predict whether binding occurs between them. (1) The epitope is KLWAQCVQL. The TCR CDR3 sequence is CASSNGLISYNEQFF. Result: 1 (the TCR binds to the epitope). (2) The epitope is SSNVANYQK. The TCR CDR3 sequence is CASSPVGQGAYNEQFF. Result: 0 (the TCR does not bind to the epitope). (3) The epitope is GILGFVFTL. The TCR CDR3 sequence is CASSGYTGELFF. Result: 0 (the TCR does not bind to the epitope). (4) The epitope is VSFIEFVGW. The TCR CDR3 sequence is CASSRGQGMSTDTQYF. Result: 0 (the TCR does not bind to the epitope). (5) The epitope is HPVGEADYFEY. The TCR CDR3 sequence is CASSLGQGANEAFF. Result: 0 (the TCR does not bind to the epitope). (6) The epitope is FPPTSFGPL. The TCR CDR3 sequence is CASSLPPNEQFF. Result: 1 (the TCR binds to the epitope).